From a dataset of Reaction yield outcomes from USPTO patents with 853,638 reactions. Predict the reaction yield, written as a fraction of the theoretical maximum amount of product (1.0 means a 100% yield; for example, 0.34 means a 34% yield). (1) The reactants are [Cl:1][C:2]1[N:3]=[C:4]([N:14]2[CH2:19][CH2:18][O:17][CH2:16][CH2:15]2)[C:5]2[S:10][C:9]([CH2:11][NH:12][CH3:13])=[CH:8][C:6]=2[N:7]=1.[CH2:20]([N:22]1[CH2:27][CH2:26][C:25](=O)[CH2:24][CH2:23]1)[CH3:21]. No catalyst specified. The product is [Cl:1][C:2]1[N:3]=[C:4]([N:14]2[CH2:19][CH2:18][O:17][CH2:16][CH2:15]2)[C:5]2[S:10][C:9]([CH2:11][N:12]([CH:25]3[CH2:26][CH2:27][N:22]([CH2:20][CH3:21])[CH2:23][CH2:24]3)[CH3:13])=[CH:8][C:6]=2[N:7]=1. The yield is 0.500. (2) The reactants are [CH:1]1([CH2:6][CH:7]([C:11]2[CH:16]=[CH:15][C:14]([O:17][CH3:18])=[C:13]([F:19])[CH:12]=2)[C:8]([OH:10])=O)[CH2:5][CH2:4][CH2:3][CH2:2]1.C(Cl)(=O)C(Cl)=O.[NH2:26][C:27]1[S:28][CH:29]=[CH:30][N:31]=1.C(N(CC)C(C)C)(C)C. The catalyst is C(Cl)Cl.CN(C)C=O.O1CCCC1. The product is [CH:1]1([CH2:6][CH:7]([C:11]2[CH:16]=[CH:15][C:14]([O:17][CH3:18])=[C:13]([F:19])[CH:12]=2)[C:8]([NH:26][C:27]2[S:28][CH:29]=[CH:30][N:31]=2)=[O:10])[CH2:2][CH2:3][CH2:4][CH2:5]1. The yield is 1.00. (3) The reactants are [Br:1][C:2]1[CH:3]=[C:4]([NH2:9])[C:5]([Cl:8])=[N:6][CH:7]=1.[C:10]1([S:16](Cl)(=[O:18])=[O:17])[CH:15]=[CH:14][CH:13]=[CH:12][CH:11]=1.Cl. The catalyst is N1C=CC=CC=1. The product is [Br:1][C:2]1[CH:3]=[C:4]([N:9]([S:16]([C:10]2[CH:15]=[CH:14][CH:13]=[CH:12][CH:11]=2)(=[O:18])=[O:17])[S:16]([C:10]2[CH:15]=[CH:14][CH:13]=[CH:12][CH:11]=2)(=[O:18])=[O:17])[C:5]([Cl:8])=[N:6][CH:7]=1. The yield is 0.260. (4) The reactants are [CH3:1][S:2]([C:5]1[CH:10]=[CH:9][C:8]([C:11]2[N:12]=[CH:13][C:14]([OH:17])=[N:15][CH:16]=2)=[CH:7][CH:6]=1)(=[O:4])=[O:3].CS(O[CH:23]([CH:25]1[CH2:30][CH2:29][N:28]([C:31]2[O:35][N:34]=[C:33]([CH:36]([CH3:38])[CH3:37])[N:32]=2)[CH2:27][CH2:26]1)[CH3:24])(=O)=O.C([O-])([O-])=O.[K+].[K+]. The catalyst is CN(C=O)C. The product is [CH3:38][CH:36]([C:33]1[N:32]=[C:31]([N:28]2[CH2:27][CH2:26][CH:25]([CH:23]([O:17][C:14]3[CH:13]=[N:12][C:11]([C:8]4[CH:7]=[CH:6][C:5]([S:2]([CH3:1])(=[O:3])=[O:4])=[CH:10][CH:9]=4)=[CH:16][N:15]=3)[CH3:24])[CH2:30][CH2:29]2)[O:35][N:34]=1)[CH3:37]. The yield is 0.260. (5) The reactants are [NH2:1][C:2]1[CH:3]=[CH:4][C:5]2[C:11](=O)[N:10]([CH2:13][CH3:14])[CH2:9][CH2:8][N:7]([CH2:15][CH3:16])[C:6]=2[CH:17]=1. The catalyst is O1CCOCC1.C1COCC1. The product is [CH2:15]([N:7]1[C:6]2[CH:17]=[C:2]([NH2:1])[CH:3]=[CH:4][C:5]=2[CH2:11][N:10]([CH2:13][CH3:14])[CH2:9][CH2:8]1)[CH3:16]. The yield is 0.840. (6) The reactants are [NH:1]([C:8]1[N:9]([C:21]2[CH:26]=[CH:25][CH:24]=[CH:23][CH:22]=2)[C:10]2[C:15]([C:16](=[O:18])[CH:17]=1)=[CH:14][C:13]([F:19])=[C:12](Cl)[N:11]=2)[C:2]1[CH:7]=[CH:6][CH:5]=[CH:4][CH:3]=1.[Cl-].C[Zn+].[CH2:30](N(CC(O)=O)CC(O)=O)CN(CC(O)=O)CC(O)=O. The catalyst is C1COCC1.O.C1C=CC([P]([Pd]([P](C2C=CC=CC=2)(C2C=CC=CC=2)C2C=CC=CC=2)([P](C2C=CC=CC=2)(C2C=CC=CC=2)C2C=CC=CC=2)[P](C2C=CC=CC=2)(C2C=CC=CC=2)C2C=CC=CC=2)(C2C=CC=CC=2)C2C=CC=CC=2)=CC=1. The product is [NH:1]([C:8]1[N:9]([C:21]2[CH:26]=[CH:25][CH:24]=[CH:23][CH:22]=2)[C:10]2[C:15]([C:16](=[O:18])[CH:17]=1)=[CH:14][C:13]([F:19])=[C:12]([CH3:30])[N:11]=2)[C:2]1[CH:7]=[CH:6][CH:5]=[CH:4][CH:3]=1. The yield is 0.890. (7) The reactants are Br[C:2]1(Br)[C:10]2[C:5](=[N:6][CH:7]=[CH:8][CH:9]=2)[NH:4][C:3]1=[O:11].[C:13]([OH:16])(=[O:15])[CH3:14]. The catalyst is C(#N)C.[Zn]. The product is [C:13]([OH:16])(=[O:15])[CH3:14].[NH:4]1[C:5]2[C:10](=[CH:9][CH:8]=[CH:7][N:6]=2)[CH2:2][C:3]1=[O:11]. The yield is 0.910. (8) The reactants are Br[C:2]1[CH:7]=[CH:6][CH:5]=[CH:4][C:3]=1[C:8]1[CH:9]=[C:10]([CH2:22][N:23]([CH3:31])[C:24](=[O:30])[O:25][C:26]([CH3:29])([CH3:28])[CH3:27])[S:11][C:12]=1[S:13]([C:16]1[CH:17]=[N:18][CH:19]=[CH:20][CH:21]=1)(=[O:15])=[O:14].O.[CH3:33][N:34](C)C=O. The catalyst is [C-]#N.[Zn+2].[C-]#N.[Pd].C1(P(C2C=CC=CC=2)C2C=CC=CC=2)C=CC=CC=1.C1(P(C2C=CC=CC=2)C2C=CC=CC=2)C=CC=CC=1.C1(P(C2C=CC=CC=2)C2C=CC=CC=2)C=CC=CC=1.C1(P(C2C=CC=CC=2)C2C=CC=CC=2)C=CC=CC=1. The product is [C:33]([C:2]1[CH:7]=[CH:6][CH:5]=[CH:4][C:3]=1[C:8]1[CH:9]=[C:10]([CH2:22][N:23]([CH3:31])[C:24](=[O:30])[O:25][C:26]([CH3:29])([CH3:28])[CH3:27])[S:11][C:12]=1[S:13]([C:16]1[CH:17]=[N:18][CH:19]=[CH:20][CH:21]=1)(=[O:15])=[O:14])#[N:34]. The yield is 0.780. (9) The reactants are C([O:4][CH2:5][C:6]1[C:7]([N:31]2[CH2:43][CH2:42][N:34]3[C:35]4[CH2:36][CH2:37][CH2:38][CH2:39][C:40]=4[CH:41]=[C:33]3[C:32]2=[O:44])=[N:8][CH:9]=[CH:10][C:11]=1[C:12]1[CH:17]=[C:16]([NH:18][C:19]2[CH:24]=[CH:23][C:22]([S:25]([CH3:28])(=[O:27])=[O:26])=[CH:21][N:20]=2)[C:15](=[O:29])[N:14]([CH3:30])[CH:13]=1)(=O)C.O.[Li+].[OH-]. The catalyst is C1COCC1. The product is [OH:4][CH2:5][C:6]1[C:7]([N:31]2[CH2:43][CH2:42][N:34]3[C:35]4[CH2:36][CH2:37][CH2:38][CH2:39][C:40]=4[CH:41]=[C:33]3[C:32]2=[O:44])=[N:8][CH:9]=[CH:10][C:11]=1[C:12]1[CH:17]=[C:16]([NH:18][C:19]2[CH:24]=[CH:23][C:22]([S:25]([CH3:28])(=[O:27])=[O:26])=[CH:21][N:20]=2)[C:15](=[O:29])[N:14]([CH3:30])[CH:13]=1. The yield is 0.900.